Dataset: Full USPTO retrosynthesis dataset with 1.9M reactions from patents (1976-2016). Task: Predict the reactants needed to synthesize the given product. (1) Given the product [CH:1]1([N:5]2[CH2:6][CH2:7][N:8]([C:11]3[CH:12]=[C:13]4[C:18](=[CH:19][CH:20]=3)[N:17]=[CH:16][N:15]([C:21]3[CH:22]=[C:23]([CH:28]=[CH:29][C:30]=3[CH3:31])[C:24]([OH:26])=[O:25])[C:14]4=[O:32])[CH2:9][CH2:10]2)[CH2:4][CH2:3][CH2:2]1, predict the reactants needed to synthesize it. The reactants are: [CH:1]1([N:5]2[CH2:10][CH2:9][N:8]([C:11]3[CH:12]=[C:13]4[C:18](=[CH:19][CH:20]=3)[N:17]=[CH:16][N:15]([C:21]3[CH:22]=[C:23]([CH:28]=[CH:29][C:30]=3[CH3:31])[C:24]([O:26]C)=[O:25])[C:14]4=[O:32])[CH2:7][CH2:6]2)[CH2:4][CH2:3][CH2:2]1.[OH-].[Na+]. (2) Given the product [Cl:1][C:2]1[C:3]2[C:10]3[CH2:11][CH2:12][C@H:13]([C:15]([N:19]([CH3:20])[CH3:18])=[O:17])[CH2:14][C:9]=3[S:8][C:4]=2[N:5]=[CH:6][N:7]=1, predict the reactants needed to synthesize it. The reactants are: [Cl:1][C:2]1[C:3]2[C:10]3[CH2:11][CH2:12][C@H:13]([C:15]([OH:17])=O)[CH2:14][C:9]=3[S:8][C:4]=2[N:5]=[CH:6][N:7]=1.[CH3:18][NH:19][CH3:20]. (3) The reactants are: [F:1][C:2]([F:39])([F:38])[C:3]1[CH:4]=[CH:5][C:6]([O:9][C:10]2[CH:11]=[C:12]([CH:16]=[C:17]3[CH2:22][CH2:21][CH:20]([NH:23][C:24]([C@@H:26]4[CH2:30][CH2:29][CH2:28][N:27]4C(OC(C)(C)C)=O)=[O:25])[CH2:19][CH2:18]3)[CH:13]=[CH:14][CH:15]=2)=[N:7][CH:8]=1.FC(F)(F)C(O)=O. Given the product [F:39][C:2]([F:1])([F:38])[C:3]1[CH:4]=[CH:5][C:6]([O:9][C:10]2[CH:11]=[C:12]([CH:16]=[C:17]3[CH2:22][CH2:21][CH:20]([NH:23][C:24]([C@@H:26]4[CH2:30][CH2:29][CH2:28][NH:27]4)=[O:25])[CH2:19][CH2:18]3)[CH:13]=[CH:14][CH:15]=2)=[N:7][CH:8]=1, predict the reactants needed to synthesize it. (4) Given the product [F:1][C:2]1[C:3]([O:15][CH:16]([CH3:18])[CH3:17])=[CH:4][C:5]([C:6]([NH:21][C:25]2[CH:26]=[CH:54][C:50]([C:51]([O:53][CH3:28])=[O:52])=[CH:49][CH:27]=2)=[O:8])=[CH:9][C:10]=1[O:11][CH:12]([CH3:14])[CH3:13], predict the reactants needed to synthesize it. The reactants are: [F:1][C:2]1[C:10]([O:11][CH:12]([CH3:14])[CH3:13])=[CH:9][C:5]([C:6]([OH:8])=O)=[CH:4][C:3]=1[O:15][CH:16]([CH3:18])[CH3:17].CC[N:21]([CH:25]([CH3:27])[CH3:26])C(C)C.[CH2:28](P1(=O)OP(CCC)(=O)OP(CCC)(=O)O1)CC.ClC1C(OC(CC)CC)=[CH:54][C:50]([C:51]([OH:53])=[O:52])=[CH:49]C=1OCC. (5) Given the product [F:1][C:2]1[CH:10]=[CH:9][CH:8]=[C:7]([F:11])[C:3]=1[C:4]([Cl:14])=[O:5], predict the reactants needed to synthesize it. The reactants are: [F:1][C:2]1[CH:10]=[CH:9][CH:8]=[C:7]([F:11])[C:3]=1[C:4](O)=[O:5].O=S(Cl)[Cl:14]. (6) Given the product [C:1]([N:4]1[CH2:5][CH2:6][N:7]([CH2:10][CH2:11][O:12][C:13]2[CH:14]=[CH:15][C:16]([N:19]3[CH2:24][CH2:23][N:22]([C:25]4[CH2:26][CH2:27][C:28]5[N:29]([C:31]([C:34]([F:36])([F:35])[F:37])=[N:32][N:33]=5)[N:30]=4)[CH2:21][CH2:20]3)=[CH:17][CH:18]=2)[CH2:8][CH2:9]1)(=[O:3])[CH2:2][CH2:38][CH2:39][CH3:40], predict the reactants needed to synthesize it. The reactants are: [C:1]([N:4]1[CH2:9][CH2:8][N:7]([CH2:10][CH2:11][O:12][C:13]2[CH:18]=[CH:17][C:16]([N:19]3[CH2:24][CH2:23][N:22]([C:25]4[CH2:26][CH2:27][C:28]5[N:29]([C:31]([C:34]([F:37])([F:36])[F:35])=[N:32][N:33]=5)[N:30]=4)[CH2:21][CH2:20]3)=[CH:15][CH:14]=2)[CH2:6][CH2:5]1)(=[O:3])[CH3:2].[C:38](O)(=O)[CH2:39][CH2:40]CC.